Task: Regression. Given two drug SMILES strings and cell line genomic features, predict the synergy score measuring deviation from expected non-interaction effect.. Dataset: NCI-60 drug combinations with 297,098 pairs across 59 cell lines Drug 1: C1=CC=C(C(=C1)C(C2=CC=C(C=C2)Cl)C(Cl)Cl)Cl. Drug 2: C1CN(P(=O)(OC1)NCCCl)CCCl. Cell line: RXF 393. Synergy scores: CSS=-1.99, Synergy_ZIP=-0.433, Synergy_Bliss=-2.25, Synergy_Loewe=-2.52, Synergy_HSA=-2.90.